Dataset: hERG potassium channel inhibition data for cardiac toxicity prediction from Karim et al.. Task: Regression/Classification. Given a drug SMILES string, predict its toxicity properties. Task type varies by dataset: regression for continuous values (e.g., LD50, hERG inhibition percentage) or binary classification for toxic/non-toxic outcomes (e.g., AMES mutagenicity, cardiotoxicity, hepatotoxicity). Dataset: herg_karim. (1) The drug is Cc1ccccc1C1CCN(C[C@@H]2CCc3c(C)cccc3[C@@H](O)C2)CC1. The result is 1 (blocker). (2) The compound is CN1C(=O)[C@H](NC(=O)CCC2CCCCC2)N=C(c2ccccc2)c2ccccc21. The result is 1 (blocker). (3) The drug is CC(=O)Nc1cccc(Nc2ncnc(N3CCC(OCc4ccc(OC(F)(F)F)cc4)CC3)n2)c1C. The result is 0 (non-blocker). (4) The result is 0 (non-blocker). The compound is O=C(NC1C2CC3CC1CC(O)(C3)C2)c1cnc(N2CCOCC2)nc1C1CC1. (5) The molecule is COc1ccc(Nc2cc(N[C@@H]3CCOC[C@@H]3N)nnc2C(N)=O)nc1C(C)C. The result is 0 (non-blocker). (6) The drug is Cc1ccc(CC2(O)CCN(CCOc3ccc(O)cc3)CC2)cc1. The result is 1 (blocker). (7) The compound is O=C(NOCCO)c1ncc2cncn2c1Nc1ccc(I)cc1F. The result is 1 (blocker).